Task: Regression. Given two drug SMILES strings and cell line genomic features, predict the synergy score measuring deviation from expected non-interaction effect.. Dataset: NCI-60 drug combinations with 297,098 pairs across 59 cell lines (1) Drug 1: CN1CCC(CC1)COC2=C(C=C3C(=C2)N=CN=C3NC4=C(C=C(C=C4)Br)F)OC. Drug 2: CS(=O)(=O)C1=CC(=C(C=C1)C(=O)NC2=CC(=C(C=C2)Cl)C3=CC=CC=N3)Cl. Cell line: SF-295. Synergy scores: CSS=6.14, Synergy_ZIP=-1.47, Synergy_Bliss=2.31, Synergy_Loewe=1.99, Synergy_HSA=2.60. (2) Drug 1: CCC1=CC2CC(C3=C(CN(C2)C1)C4=CC=CC=C4N3)(C5=C(C=C6C(=C5)C78CCN9C7C(C=CC9)(C(C(C8N6C)(C(=O)OC)O)OC(=O)C)CC)OC)C(=O)OC.C(C(C(=O)O)O)(C(=O)O)O. Drug 2: C1=CC(=C2C(=C1NCCNCCO)C(=O)C3=C(C=CC(=C3C2=O)O)O)NCCNCCO. Cell line: SW-620. Synergy scores: CSS=62.6, Synergy_ZIP=-0.776, Synergy_Bliss=-4.36, Synergy_Loewe=-4.07, Synergy_HSA=0.242. (3) Drug 1: CNC(=O)C1=CC=CC=C1SC2=CC3=C(C=C2)C(=NN3)C=CC4=CC=CC=N4. Drug 2: CN(CC1=CN=C2C(=N1)C(=NC(=N2)N)N)C3=CC=C(C=C3)C(=O)NC(CCC(=O)O)C(=O)O. Cell line: LOX IMVI. Synergy scores: CSS=31.3, Synergy_ZIP=1.05, Synergy_Bliss=-1.97, Synergy_Loewe=-27.7, Synergy_HSA=-0.737. (4) Drug 1: C1=CC=C(C(=C1)C(C2=CC=C(C=C2)Cl)C(Cl)Cl)Cl. Drug 2: C1C(C(OC1N2C=NC(=NC2=O)N)CO)O. Cell line: SNB-75. Synergy scores: CSS=2.63, Synergy_ZIP=-0.770, Synergy_Bliss=-1.16, Synergy_Loewe=-1.60, Synergy_HSA=-1.31.